This data is from Reaction yield outcomes from USPTO patents with 853,638 reactions. The task is: Predict the reaction yield, written as a fraction of the theoretical maximum amount of product (1.0 means a 100% yield; for example, 0.34 means a 34% yield). (1) The reactants are [C:1]([O:5][C:6]([N:8]1[CH2:13][CH2:12][N:11]([CH2:14][C:15]2[N:20]=[C:19]3[N:21]=[C:22]([C:24]4[CH:29]=[CH:28][CH:27]=[C:26]([NH2:30])[CH:25]=4)[O:23][C:18]3=[CH:17][CH:16]=2)[CH2:10][CH2:9]1)=[O:7])([CH3:4])([CH3:3])[CH3:2].Cl.[CH3:32][N:33]([CH3:43])[C:34]1[CH:35]=[C:36]([CH:40]=[CH:41][CH:42]=1)[C:37](Cl)=[O:38]. The catalyst is N1C=CC=CC=1. The product is [C:1]([O:5][C:6]([N:8]1[CH2:13][CH2:12][N:11]([CH2:14][C:15]2[N:20]=[C:19]3[N:21]=[C:22]([C:24]4[CH:29]=[CH:28][CH:27]=[C:26]([NH:30][C:37](=[O:38])[C:36]5[CH:40]=[CH:41][CH:42]=[C:34]([N:33]([CH3:32])[CH3:43])[CH:35]=5)[CH:25]=4)[O:23][C:18]3=[CH:17][CH:16]=2)[CH2:10][CH2:9]1)=[O:7])([CH3:4])([CH3:2])[CH3:3]. The yield is 0.230. (2) The reactants are O.[CH3:2][N:3]1[C:8](=[O:9])[CH2:7][C:6](=O)[NH:5][C:4]1=[O:11].O=P(Cl)(Cl)[Cl:14]. No catalyst specified. The product is [Cl:14][C:6]1[NH:5][C:4](=[O:11])[N:3]([CH3:2])[C:8](=[O:9])[CH:7]=1. The yield is 0.716. (3) The reactants are [Cl:1][C:2]1[CH:3]=[C:4]([NH:9][C:10]([NH:12][C:13](=[O:26])[CH2:14][N:15]2[C:23](=[O:24])[C:22]3[C:17](=[CH:18][CH:19]=[CH:20][CH:21]=3)[C:16]2=[O:25])=[S:11])[CH:5]=[C:6]([Cl:8])[CH:7]=1.I[CH2:28]I.C(N(CC)CC)C. The catalyst is CC(C)=O. The product is [Cl:8][C:6]1[CH:5]=[C:4]([N:9]=[C:10]2[N:12]([C:13](=[O:26])[CH2:14][N:15]3[C:16](=[O:25])[C:17]4[C:22](=[CH:21][CH:20]=[CH:19][CH:18]=4)[C:23]3=[O:24])[CH2:28][S:11]2)[CH:3]=[C:2]([Cl:1])[CH:7]=1. The yield is 0.550. (4) The reactants are [Cl:1][C:2]1[N:3]=[C:4](Cl)[C:5]2[C:10]([F:11])=[CH:9][N:8]([S:12]([C:15]3[CH:20]=[CH:19][C:18]([CH3:21])=[CH:17][CH:16]=3)(=[O:14])=[O:13])[C:6]=2[N:7]=1.[NH2:23][C:24]1[CH:32]=[CH:31][CH:30]=[C:29]([F:33])[C:25]=1[C:26]([OH:28])=[O:27].Cl. The catalyst is CC(O)C.CCOC(C)=O. The product is [Cl:1][C:2]1[N:3]=[C:4]([NH:23][C:24]2[CH:32]=[CH:31][CH:30]=[C:29]([F:33])[C:25]=2[C:26]([OH:28])=[O:27])[C:5]2[C:10]([F:11])=[CH:9][N:8]([S:12]([C:15]3[CH:20]=[CH:19][C:18]([CH3:21])=[CH:17][CH:16]=3)(=[O:14])=[O:13])[C:6]=2[N:7]=1. The yield is 0.410.